Dataset: Catalyst prediction with 721,799 reactions and 888 catalyst types from USPTO. Task: Predict which catalyst facilitates the given reaction. (1) Reactant: [CH3:1][O:2][C:3]1[N:8]=[C:7]2[N:9]=[C:10]([O:13]CC3C=CC(OC)=CC=3)[CH:11]=[CH:12][C:6]2=[N:5][CH:4]=1.[N+]([O-])([O-])=O.[Ce+4].[NH4+].[N+]([O-])([O-])=O.[N+]([O-])([O-])=O.[N+]([O-])([O-])=O.[N+]([O-])([O-])=O.CO.C(Cl)Cl. Product: [CH3:1][O:2][C:3]1[N:8]=[C:7]2[NH:9][C:10](=[O:13])[CH:11]=[CH:12][C:6]2=[N:5][CH:4]=1. The catalyst class is: 47. (2) Reactant: [F:1][C:2]1[CH:7]=[CH:6][C:5]([C:8]2[C:16]([C:17]([N:19](C)[C:20](=O)OC(C)(C)C)=[O:18])=[C:15]3[N:10]([N:11]=[CH:12][C:13]([C:28]4[CH:33]=[C:32]([C:34](=[O:45])[NH:35][C:36]5([C:39]6[CH:44]=[CH:43][CH:42]=[CH:41][CH:40]=6)[CH2:38][CH2:37]5)[CH:31]=[CH:30][C:29]=4[CH3:46])=[CH:14]3)[N:9]=2)=[CH:4][CH:3]=1.[C:47]([OH:53])([C:49](F)(F)F)=[O:48]. Product: [C:47]([O-:53])(=[O:48])[CH3:49].[NH4+:9].[F:1][C:2]1[CH:7]=[CH:6][C:5]([C:8]2[C:16]([C:17]([NH:19][CH3:20])=[O:18])=[C:15]3[N:10]([N:11]=[CH:12][C:13]([C:28]4[CH:33]=[C:32]([C:34](=[O:45])[NH:35][C:36]5([C:39]6[CH:40]=[CH:41][CH:42]=[CH:43][CH:44]=6)[CH2:38][CH2:37]5)[CH:31]=[CH:30][C:29]=4[CH3:46])=[CH:14]3)[N:9]=2)=[CH:4][CH:3]=1. The catalyst class is: 4. (3) Reactant: [Cl:1][C:2]1[N:6]([CH2:7][C:8]2[N:9]=[C:10]3[S:17][C:16]([CH3:18])=[C:15]([CH:19]([CH3:24])[C:20](OC)=[O:21])[N:11]3[C:12](=[O:14])[CH:13]=2)[N:5]=[C:4]([C:25]([F:28])([F:27])[F:26])[CH:3]=1.CC(C[AlH]CC(C)C)C. Product: [Cl:1][C:2]1[N:6]([CH2:7][C:8]2[N:9]=[C:10]3[S:17][C:16]([CH3:18])=[C:15]([CH:19]([CH3:24])[CH2:20][OH:21])[N:11]3[C:12](=[O:14])[CH:13]=2)[N:5]=[C:4]([C:25]([F:28])([F:26])[F:27])[CH:3]=1. The catalyst class is: 4. (4) Reactant: [Cl:1][C:2]1[CH:7]=[CH:6][C:5]([S:8]([NH:11][CH2:12][C:13]2[CH:22]=[CH:21][C:16]([C:17]([O:19][CH3:20])=[O:18])=[CH:15][CH:14]=2)(=[O:10])=[O:9])=[CH:4][CH:3]=1.[F:23][C:24]([F:36])([F:35])[C:25]1[CH:30]=[CH:29][C:28]([C@@H:31](O)[CH2:32][CH3:33])=[CH:27][CH:26]=1.C1C=CC(P(C2C=CC=CC=2)C2C=CC=CC=2)=CC=1.CC(OC(/N=N/C(OC(C)C)=O)=O)C. Product: [Cl:1][C:2]1[CH:7]=[CH:6][C:5]([S:8]([N:11]([CH2:12][C:13]2[CH:14]=[CH:15][C:16]([C:17]([O:19][CH3:20])=[O:18])=[CH:21][CH:22]=2)[C@@H:31]([C:28]2[CH:29]=[CH:30][C:25]([C:24]([F:23])([F:35])[F:36])=[CH:26][CH:27]=2)[CH2:32][CH3:33])(=[O:10])=[O:9])=[CH:4][CH:3]=1. The catalyst class is: 1. (5) Reactant: C(=O)([O-])O.[Na+].Br.[S:7]1[CH:11]=[CH:10][C:9]2[CH:12]=[C:13]([C:16]3[N:17]4[CH2:23][CH2:22][N:21]=[C:18]4[S:19][CH:20]=3)[CH:14]=[CH:15][C:8]1=2. Product: [S:7]1[CH:11]=[CH:10][C:9]2[CH:12]=[C:13]([C:16]3[N:17]4[CH2:23][CH2:22][N:21]=[C:18]4[S:19][CH:20]=3)[CH:14]=[CH:15][C:8]1=2. The catalyst class is: 4. (6) Reactant: [F:1][C:2]1[CH:3]=[CH:4][C:5]([N+:9]([O-:11])=[O:10])=[C:6]([CH:8]=1)[NH2:7].[Cl:12][C:13]1[CH:18]=[C:17]([Cl:19])[N:16]=[C:15](S(C)(=O)=O)[N:14]=1.C1COCC1.CCC([O-])(C)C.[Na+]. Product: [Cl:12][C:13]1[CH:18]=[C:17]([Cl:19])[N:16]=[C:15]([NH:7][C:6]2[CH:8]=[C:2]([F:1])[CH:3]=[CH:4][C:5]=2[N+:9]([O-:11])=[O:10])[N:14]=1. The catalyst class is: 3.